From a dataset of Catalyst prediction with 721,799 reactions and 888 catalyst types from USPTO. Predict which catalyst facilitates the given reaction. (1) Reactant: Br[C:2]1[C:3](=[O:19])[N:4]([CH2:10][C:11]2[CH:16]=[CH:15][C:14]([O:17][CH3:18])=[CH:13][CH:12]=2)[N:5]=[C:6]([CH2:8][OH:9])[CH:7]=1.[F:20][C:21]1[CH:26]=[CH:25][C:24](B(O)O)=[CH:23][CH:22]=1.C(=O)([O-])[O-].[K+].[K+]. Product: [F:20][C:21]1[CH:26]=[CH:25][C:24]([C:2]2[C:3](=[O:19])[N:4]([CH2:10][C:11]3[CH:16]=[CH:15][C:14]([O:17][CH3:18])=[CH:13][CH:12]=3)[N:5]=[C:6]([CH2:8][OH:9])[CH:7]=2)=[CH:23][CH:22]=1. The catalyst class is: 117. (2) The catalyst class is: 12. Product: [Br:1][C:2]1[N:3]=[N:4][C:5]([NH:13][C:12]2[CH:14]=[CH:15][CH:16]=[C:10]([Cl:9])[CH:11]=2)=[CH:6][CH:7]=1. Reactant: [Br:1][C:2]1[N:3]=[N:4][C:5](Br)=[CH:6][CH:7]=1.[Cl:9][C:10]1[CH:11]=[C:12]([CH:14]=[CH:15][CH:16]=1)[NH2:13].Cl. (3) Reactant: [O:1]=[S:2]1(=[O:27])[CH2:7][CH:6]=[C:5]([C:8]2[CH:9]=[C:10]([C:14]3[CH:15]=[C:16]4[C:21](=[N:22][CH:23]=3)[N:20]([C:24]([NH2:26])=[O:25])[CH2:19][CH2:18][CH2:17]4)[CH:11]=[N:12][CH:13]=2)[CH2:4][CH2:3]1.C([O-])=O.[NH4+]. Product: [O:27]=[S:2]1(=[O:1])[CH2:7][CH2:6][CH:5]([C:8]2[CH:9]=[C:10]([C:14]3[CH:15]=[C:16]4[C:21](=[N:22][CH:23]=3)[N:20]([C:24]([NH2:26])=[O:25])[CH2:19][CH2:18][CH2:17]4)[CH:11]=[N:12][CH:13]=2)[CH2:4][CH2:3]1. The catalyst class is: 43. (4) Reactant: S(Cl)(Cl)=O.CN(C=O)C.[CH2:10]1[C:18]2[C:13](=[CH:14][C:15]([NH:19][C:20](=[O:30])[CH:21]=[CH:22][S:23][C:24]3[CH:29]=[CH:28][CH:27]=[CH:26][CH:25]=3)=[CH:16][CH:17]=2)[CH2:12][CH2:11]1. Product: [CH2:10]1[C:18]2[C:13](=[CH:14][C:15]([N:19]=[C:20]([O:30][C:13]3[CH:18]=[CH:17][CH:16]=[CH:15][CH:14]=3)[CH:21]=[CH:22][S:23][C:24]3[CH:25]=[CH:26][CH:27]=[CH:28][CH:29]=3)=[CH:16][CH:17]=2)[CH2:12][CH2:11]1. The catalyst class is: 11. (5) Reactant: C(OC(=O)[NH:7][C:8]1[C:13]([C:14](=[O:19])[C:15]([F:18])([F:17])[F:16])=[CH:12][CH:11]=[C:10]([NH:20][CH2:21][CH2:22][NH:23]C(OC(C)(C)C)=O)[N:9]=1)(C)(C)C.[ClH:32]. The catalyst class is: 12. Product: [ClH:32].[NH2:7][C:8]1[C:13]([C:14](=[O:19])[C:15]([F:16])([F:18])[F:17])=[CH:12][CH:11]=[C:10]([NH:20][CH2:21][CH2:22][NH2:23])[N:9]=1. (6) The catalyst class is: 21. Reactant: [CH3:1][NH2:2].C([O-])([O-])=O.[K+].[K+].Br[CH2:10][C:11]1[N:15]([CH3:16])[N:14]=[C:13]([N+:17]([O-:19])=[O:18])[CH:12]=1. Product: [CH3:1][NH:2][CH2:10][C:11]1[N:15]([CH3:16])[N:14]=[C:13]([N+:17]([O-:19])=[O:18])[CH:12]=1. (7) Reactant: [CH3:1][N:2]1[C:7](=[O:8])[CH:6]=[CH:5][C:4]([C:9](=[O:28])[CH2:10][CH:11]([C:19]2[CH:27]=[CH:26][C:22]([C:23](O)=[O:24])=[CH:21][CH:20]=2)[C:12]2[CH:17]=[CH:16][CH:15]=[CH:14][C:13]=2[CH3:18])=[CH:3]1.[NH2:29][C@@H:30]([CH3:33])[CH2:31][OH:32].F[P-](F)(F)(F)(F)F.N1(O[P+](N(C)C)(N(C)C)N(C)C)C2C=CC=CC=2N=N1. Product: [OH:32][CH2:31][C@@H:30]([NH:29][C:23](=[O:24])[C:22]1[CH:26]=[CH:27][C:19]([CH:11]([C:12]2[CH:17]=[CH:16][CH:15]=[CH:14][C:13]=2[CH3:18])[CH2:10][C:9]([C:4]2[CH:5]=[CH:6][C:7](=[O:8])[N:2]([CH3:1])[CH:3]=2)=[O:28])=[CH:20][CH:21]=1)[CH3:33]. The catalyst class is: 7. (8) Reactant: Br[C:2]1[CH:3]=[C:4]([CH:7]=[CH:8][C:9]=1[O:10][CH2:11][CH2:12][CH3:13])[CH:5]=[O:6].[CH3:14][N:15](C=O)C.Cl. Product: [CH:5]([C:4]1[CH:7]=[CH:8][C:9]([O:10][CH2:11][CH2:12][CH3:13])=[C:2]([CH:3]=1)[C:14]#[N:15])=[O:6]. The catalyst class is: 25.